Predict which catalyst facilitates the given reaction. From a dataset of Catalyst prediction with 721,799 reactions and 888 catalyst types from USPTO. (1) Reactant: [H-].[Na+].[OH:3]/[N:4]=[C:5](/[C:12]1[CH:17]=[CH:16][CH:15]=[CH:14][CH:13]=1)\[CH2:6][CH2:7][C:8]([O:10][CH3:11])=[O:9].Cl[CH2:19][C:20]1[CH:40]=[CH:39][C:23]([O:24][CH2:25][CH2:26][C:27]2[N:28]=[C:29]([C:33]3[CH:38]=[CH:37][CH:36]=[CH:35][CH:34]=3)[O:30][C:31]=2[CH3:32])=[CH:22][CH:21]=1.Cl.C(=O)(O)[O-].[Na+]. Product: [CH3:32][C:31]1[O:30][C:29]([C:33]2[CH:34]=[CH:35][CH:36]=[CH:37][CH:38]=2)=[N:28][C:27]=1[CH2:26][CH2:25][O:24][C:23]1[CH:22]=[CH:21][C:20]([CH2:19][O:3]/[N:4]=[C:5](/[C:12]2[CH:17]=[CH:16][CH:15]=[CH:14][CH:13]=2)\[CH2:6][CH2:7][C:8]([O:10][CH3:11])=[O:9])=[CH:40][CH:39]=1. The catalyst class is: 9. (2) Product: [CH3:25][O:24][CH2:23][CH2:22][NH:21][C:18]1[CH:19]=[CH:20][C:15]2[N:14]([CH3:26])[C:13](=[O:27])[N:12]([CH2:11][C@H:8]3[CH2:9][CH2:10][C@H:5]([C:3]([OH:4])=[O:2])[CH2:6][CH2:7]3)[C:16]=2[CH:17]=1. Reactant: C[O:2][C:3]([C@H:5]1[CH2:10][CH2:9][C@H:8]([CH2:11][N:12]2[C:16]3[CH:17]=[C:18]([NH:21][CH2:22][CH2:23][O:24][CH3:25])[CH:19]=[CH:20][C:15]=3[N:14]([CH3:26])[C:13]2=[O:27])[CH2:7][CH2:6]1)=[O:4].[Li+].[OH-]. The catalyst class is: 20. (3) Reactant: [Br:1][C:2]1[CH:3]=[C:4]([C:11]([O:13]C)=[O:12])[N:5]([CH2:7][CH:8]2[CH2:10][CH2:9]2)[CH:6]=1.[OH-].[Na+].Cl. Product: [Br:1][C:2]1[CH:3]=[C:4]([C:11]([OH:13])=[O:12])[N:5]([CH2:7][CH:8]2[CH2:9][CH2:10]2)[CH:6]=1. The catalyst class is: 20. (4) Reactant: [Cl:1][C:2]([Cl:12])([Cl:11])[C:3]([C:5]1[N:6]([CH3:10])[CH:7]=[CH:8][CH:9]=1)=[O:4].[N+:13]([O-])([OH:15])=[O:14]. Product: [N+:13]([C:8]1[CH:9]=[C:5]([C:3](=[O:4])[C:2]([Cl:1])([Cl:11])[Cl:12])[N:6]([CH3:10])[CH:7]=1)([O-:15])=[O:14]. The catalyst class is: 152. (5) Reactant: Br[C:2]1[CH:3]=[C:4]2[C:9](=[CH:10][CH:11]=1)[NH:8][C:7](=[O:12])[CH2:6][CH2:5]2.C[O-].[Na+].O.C(O[CH2:21][CH3:22])(=O)C. Product: [C:22]1([C:2]2[CH:3]=[C:4]3[C:9](=[CH:10][CH:11]=2)[NH:8][C:7](=[O:12])[CH2:6][CH2:5]3)[CH2:21][CH2:10][CH2:11][CH2:2][CH:3]=1. The catalyst class is: 5. (6) Reactant: [CH2:1]([N:3]([CH2:6][CH2:7][O:8][C:9]1[CH:14]=[CH:13][C:12]([N+:15]([O-])=O)=[C:11]([O:18][CH3:19])[CH:10]=1)[CH2:4][CH3:5])[CH3:2]. Product: [CH2:1]([N:3]([CH2:6][CH2:7][O:8][C:9]1[CH:14]=[CH:13][C:12]([NH2:15])=[C:11]([O:18][CH3:19])[CH:10]=1)[CH2:4][CH3:5])[CH3:2]. The catalyst class is: 29. (7) Reactant: [Br:1][C:2]1[CH:7]=[C:6]([N+:8]([O-])=O)[CH:5]=[C:4]([F:11])[C:3]=1[CH2:12][C:13]#[N:14].O.O.[Sn](Cl)Cl.[Sn](Cl)(Cl)(Cl)Cl.CCCCCC.C(OCC)(=O)C. Product: [NH2:8][C:6]1[CH:5]=[C:4]([F:11])[C:3]([CH2:12][C:13]#[N:14])=[C:2]([Br:1])[CH:7]=1. The catalyst class is: 8. (8) Reactant: [NH2:1][C:2]1[CH:3]=[C:4]([NH:9][C:10]([C:12]2[CH:17]=[CH:16][N:15]=[C:14]([N:18]3[CH2:23][CH2:22][O:21][CH2:20][CH2:19]3)[CH:13]=2)=[O:11])[CH:5]=[CH:6][C:7]=1[CH3:8].[ClH:24].[C:25]([O:28][C:29]1[CH:30]=[C:31]2[C:36](=[CH:37][C:38]=1[O:39][CH3:40])[N:35]=[CH:34][N:33]=[C:32]2[Cl:41])(=[O:27])[CH3:26]. Product: [ClH:41].[ClH:24].[C:25]([O:28][C:29]1[CH:30]=[C:31]2[C:36](=[CH:37][C:38]=1[O:39][CH3:40])[N:35]=[CH:34][N:33]=[C:32]2[NH:1][C:2]1[CH:3]=[C:4]([NH:9][C:10]([C:12]2[CH:17]=[CH:16][N:15]=[C:14]([N:18]3[CH2:19][CH2:20][O:21][CH2:22][CH2:23]3)[CH:13]=2)=[O:11])[CH:5]=[CH:6][C:7]=1[CH3:8])(=[O:27])[CH3:26]. The catalyst class is: 32. (9) Reactant: Cl[C:2]1[N:3]=[C:4]([NH:18][CH2:19][C:20]2[CH:25]=[CH:24][CH:23]=[CH:22][N:21]=2)[C:5]2[C:10]([CH:11]=1)=[CH:9][CH:8]=[CH:7][C:6]=2[C:12]1[CH:17]=[CH:16][CH:15]=[CH:14][CH:13]=1.[C:26]([NH:30][S:31]([C:34]1[CH:35]=[N:36][CH:37]=[C:38](B2OC(C)(C)C(C)(C)O2)[CH:39]=1)(=[O:33])=[O:32])([CH3:29])([CH3:28])[CH3:27].C(=O)([O-])[O-].[K+].[K+]. Product: [C:26]([NH:30][S:31]([C:34]1[CH:35]=[N:36][CH:37]=[C:38]([C:2]2[N:3]=[C:4]([NH:18][CH2:19][C:20]3[CH:25]=[CH:24][CH:23]=[CH:22][N:21]=3)[C:5]3[C:10]([CH:11]=2)=[CH:9][CH:8]=[CH:7][C:6]=3[C:12]2[CH:17]=[CH:16][CH:15]=[CH:14][CH:13]=2)[CH:39]=1)(=[O:33])=[O:32])([CH3:29])([CH3:27])[CH3:28]. The catalyst class is: 38. (10) Reactant: [CH3:1][O:2][C:3]1[C:12]([CH3:13])=[C:11]2[C:6]([C:7]([OH:23])=[CH:8][C:9]([C:14]3[S:15][CH:16]=[C:17]([C:19]([F:22])([F:21])[F:20])[N:18]=3)=[N:10]2)=[CH:5][CH:4]=1.[CH3:24][O:25][C:26](=[O:40])[C@@H:27]1[CH2:31][C@@H:30](O)[CH2:29][N:28]1[C:33]([O:35][C:36]([CH3:39])([CH3:38])[CH3:37])=[O:34].C1(P(C2C=CC=CC=2)C2C=CC=CC=2)C=CC=CC=1.CC(OC(/N=N/C(OC(C)C)=O)=O)C. The catalyst class is: 1. Product: [CH3:1][O:2][C:3]1[C:12]([CH3:13])=[C:11]2[C:6]([C:7]([O:23][C@@H:30]3[CH2:29][N:28]([C:33]([O:35][C:36]([CH3:39])([CH3:38])[CH3:37])=[O:34])[C@H:27]([C:26]([O:25][CH3:24])=[O:40])[CH2:31]3)=[CH:8][C:9]([C:14]3[S:15][CH:16]=[C:17]([C:19]([F:22])([F:21])[F:20])[N:18]=3)=[N:10]2)=[CH:5][CH:4]=1.